Dataset: Catalyst prediction with 721,799 reactions and 888 catalyst types from USPTO. Task: Predict which catalyst facilitates the given reaction. (1) Reactant: O.[CH3:2][C@H:3]1[N:8]([CH2:9][C:10]([F:13])([F:12])[F:11])[C:7](=[O:14])[C@@H:6]([NH:15][C:16]([C:18]2[CH:19]=[C:20]3[CH2:35][C@@:25]4([C:33]5[C:28](=[N:29][CH:30]=[CH:31][CH:32]=5)[NH:27][C:26]4=[O:34])[CH2:24][C:21]3=[N:22][CH:23]=2)=[O:17])[CH2:5][C@H:4]1[C:36]1[C:41]([F:42])=[CH:40][CH:39]=[C:38]([F:43])[C:37]=1[F:44]. Product: [C:7](#[N:8])[CH3:6].[CH3:2][C@H:3]1[N:8]([CH2:9][C:10]([F:11])([F:12])[F:13])[C:7](=[O:14])[C@@H:6]([NH:15][C:16]([C:18]2[CH:19]=[C:20]3[CH2:35][C@@:25]4([C:33]5[C:28](=[N:29][CH:30]=[CH:31][CH:32]=5)[NH:27][C:26]4=[O:34])[CH2:24][C:21]3=[N:22][CH:23]=2)=[O:17])[CH2:5][C@H:4]1[C:36]1[C:41]([F:42])=[CH:40][CH:39]=[C:38]([F:43])[C:37]=1[F:44]. The catalyst class is: 10. (2) Reactant: [OH:1][C:2]([C:5]1[CH:39]=[CH:38][C:8]([C:9]([NH:11][C:12]2[CH:17]=[C:16]([C:18]3[CH:27]=[C:26]4[C:21]([CH2:22][CH2:23][N:24](C(OC(C)(C)C)=O)[CH2:25]4)=[CH:20][CH:19]=3)[N:15]3[N:35]=[CH:36][CH:37]=[C:14]3[N:13]=2)=[O:10])=[CH:7][CH:6]=1)([CH3:4])[CH3:3].[F:40][C:41]([F:46])([F:45])[C:42]([OH:44])=[O:43]. Product: [F:40][C:41]([F:46])([F:45])[C:42]([OH:44])=[O:43].[OH:1][C:2]([C:5]1[CH:6]=[CH:7][C:8]([C:9]([NH:11][C:12]2[CH:17]=[C:16]([C:18]3[CH:27]=[C:26]4[C:21]([CH2:22][CH2:23][NH:24][CH2:25]4)=[CH:20][CH:19]=3)[N:15]3[N:35]=[CH:36][CH:37]=[C:14]3[N:13]=2)=[O:10])=[CH:38][CH:39]=1)([CH3:4])[CH3:3]. The catalyst class is: 2. (3) Reactant: [Cl:1][C:2]1[CH:7]=[CH:6][CH:5]=[C:4]([Cl:8])[C:3]=1[N:9]1[C:13]([C:14]2[S:18][C:17]([NH2:19])=[N:16][CH:15]=2)=[CH:12][C:11]([CH:20]([F:22])[F:21])=[N:10]1.C([N:26]([CH2:30][CH3:31])[CH:27]([CH3:29])[CH3:28])(C)C.Cl.[C:33](O)(=[O:35])C. Product: [Cl:8][C:4]1[CH:5]=[CH:6][CH:7]=[C:2]([Cl:1])[C:3]=1[N:9]1[C:13]([C:14]2[S:18][C:17]([NH:19][C:33](=[O:35])[CH2:29][C@@H:27]3[CH2:28][CH2:31][CH2:30][NH:26]3)=[N:16][CH:15]=2)=[CH:12][C:11]([CH:20]([F:21])[F:22])=[N:10]1. The catalyst class is: 480. (4) Reactant: [Br:1]Br.[F:3][C:4]1[CH:9]=[C:8]([I:10])[CH:7]=[CH:6][C:5]=1[C:11](=[O:13])[CH3:12]. Product: [Br:1][CH2:12][C:11]([C:5]1[CH:6]=[CH:7][C:8]([I:10])=[CH:9][C:4]=1[F:3])=[O:13]. The catalyst class is: 15. (5) Reactant: [CH2:1]([N:8]1[C:12](/[CH:13]=[C:14](/[C:19]([O:21][CH2:22][CH3:23])=[O:20])\[CH2:15]C(O)=O)=[CH:11][N:10]=[C:9]1[C:24]([CH3:27])([CH3:26])[CH3:25])[C:2]1[CH:7]=[CH:6][CH:5]=[CH:4][CH:3]=1.[C:28]([O:31][C:32](=O)C)(=[O:30])[CH3:29]. Product: [C:28]([O:31][C:32]1[C:11]2[N:10]=[C:9]([C:24]([CH3:26])([CH3:27])[CH3:25])[N:8]([CH2:1][C:2]3[CH:7]=[CH:6][CH:5]=[CH:4][CH:3]=3)[C:12]=2[CH:13]=[C:14]([C:19]([O:21][CH2:22][CH3:23])=[O:20])[CH:15]=1)(=[O:30])[CH3:29]. The catalyst class is: 10. (6) Reactant: [F:1][C:2]1[CH:23]=[CH:22][C:5]([CH2:6][CH2:7][C:8]2[CH:17]=[CH:16][C:11]([C:12]([O:14]C)=[O:13])=[CH:10][C:9]=2[C:18]([O:20][CH3:21])=[O:19])=[CH:4][CH:3]=1.O1CCOCC1.CO.[OH-].[Na+]. Product: [F:1][C:2]1[CH:3]=[CH:4][C:5]([CH2:6][CH2:7][C:8]2[CH:17]=[CH:16][C:11]([C:12]([OH:14])=[O:13])=[CH:10][C:9]=2[C:18]([O:20][CH3:21])=[O:19])=[CH:22][CH:23]=1. The catalyst class is: 6. (7) Reactant: [Br:1][C:2]1[CH:3]=[C:4]([C:10]([C:12]2[CH:17]=[CH:16][C:15]([O:18][CH2:19][CH3:20])=[CH:14][CH:13]=2)=[O:11])[CH:5]=[CH:6][C:7]=1[CH2:8]Br.[C:21]([O-:24])(=[O:23])[CH3:22].[Na+]. Product: [C:21]([O:24][CH2:8][C:7]1[CH:6]=[CH:5][C:4]([C:10](=[O:11])[C:12]2[CH:17]=[CH:16][C:15]([O:18][CH2:19][CH3:20])=[CH:14][CH:13]=2)=[CH:3][C:2]=1[Br:1])(=[O:23])[CH3:22]. The catalyst class is: 18. (8) Reactant: [F:1][C:2]([F:22])([F:21])[C:3]1[CH:4]=[C:5]([C:9]2[CH:10]=[CH:11][C:12]3[N:18]4[CH2:19][C@H:15]([CH2:16][CH2:17]4)[NH:14][C:13]=3[N:20]=2)[CH:6]=[CH:7][CH:8]=1.Cl[C:24](Cl)([O:26]C(=O)OC(Cl)(Cl)Cl)Cl.[CH3:35][C:36]1([CH3:50])[O:40][C@@H:39]([CH2:41][O:42][C:43]2[N:48]=[C:47]([NH2:49])[CH:46]=[CH:45][N:44]=2)[CH2:38][O:37]1.O. Product: [CH3:35][C:36]1([CH3:50])[O:40][C@@H:39]([CH2:41][O:42][C:43]2[N:48]=[C:47]([NH:49][C:24]([N:14]3[C@@H:15]4[CH2:19][N:18]([CH2:17][CH2:16]4)[C:12]4[CH:11]=[CH:10][C:9]([C:5]5[CH:6]=[CH:7][CH:8]=[C:3]([C:2]([F:21])([F:1])[F:22])[CH:4]=5)=[N:20][C:13]3=4)=[O:26])[CH:46]=[CH:45][N:44]=2)[CH2:38][O:37]1. The catalyst class is: 7. (9) Reactant: [Br:1][C:2]1[CH:7]=[CH:6][C:5]([NH:8][C:9]2[CH:18]=[C:17]([Cl:19])[CH:16]=[CH:15][C:10]=2[C:11](OC)=[O:12])=[C:4]([N+:20]([O-])=O)[CH:3]=1.CO. Product: [Br:1][C:2]1[CH:7]=[CH:6][C:5]2[NH:8][C:9]3[CH:18]=[C:17]([Cl:19])[CH:16]=[CH:15][C:10]=3[C:11](=[O:12])[NH:20][C:4]=2[CH:3]=1. The catalyst class is: 33. (10) Reactant: [C:1]1([CH3:26])[CH:6]=[CH:5][C:4]([N:7]2[C:11]([NH:12][C:13](=[O:21])OC3C=CC=CC=3)=[CH:10][C:9]([C:22]([F:25])([F:24])[F:23])=[N:8]2)=[CH:3][CH:2]=1.[CH3:27][O:28][C:29]1[CH:30]=[C:31]2[C:36](=[CH:37][C:38]=1[O:39][CH3:40])[N:35]=[CH:34][N:33]=[C:32]2[S:41][C:42]1[CH:43]=[C:44]([CH:46]=[CH:47][CH:48]=1)[NH2:45]. Product: [CH3:27][O:28][C:29]1[CH:30]=[C:31]2[C:36](=[CH:37][C:38]=1[O:39][CH3:40])[N:35]=[CH:34][N:33]=[C:32]2[S:41][C:42]1[CH:43]=[C:44]([NH:45][C:13]([NH:12][C:11]2[N:7]([C:4]3[CH:3]=[CH:2][C:1]([CH3:26])=[CH:6][CH:5]=3)[N:8]=[C:9]([C:22]([F:23])([F:24])[F:25])[CH:10]=2)=[O:21])[CH:46]=[CH:47][CH:48]=1. The catalyst class is: 630.